This data is from Catalyst prediction with 721,799 reactions and 888 catalyst types from USPTO. The task is: Predict which catalyst facilitates the given reaction. Reactant: [F:1][CH:2]([F:23])[C:3]1[CH:4]=[C:5]([C:13]2[S:14][CH:15]=[C:16]([CH2:18][C:19]([O:21]C)=[O:20])[N:17]=2)[CH:6]=[C:7]([C:9]([F:12])([F:11])[F:10])[CH:8]=1. Product: [F:23][CH:2]([F:1])[C:3]1[CH:4]=[C:5]([C:13]2[S:14][CH:15]=[C:16]([CH2:18][C:19]([OH:21])=[O:20])[N:17]=2)[CH:6]=[C:7]([C:9]([F:10])([F:11])[F:12])[CH:8]=1. The catalyst class is: 16.